Dataset: Catalyst prediction with 721,799 reactions and 888 catalyst types from USPTO. Task: Predict which catalyst facilitates the given reaction. (1) Reactant: [CH2:1]([N:3]1[C:7]([C:8]([OH:10])=O)=[CH:6][C:5]([CH3:11])=[N:4]1)[CH3:2].S(Cl)(Cl)=O.[NH2:16][C:17]1[CH:18]=[C:19]([CH:32]=[CH:33][CH:34]=1)[C:20]([C:22]1[CH:30]=[C:29]2[C:25]([CH2:26][C:27](=[O:31])[NH:28]2)=[CH:24][CH:23]=1)=[O:21]. Product: [O:31]=[C:27]1[CH2:26][C:25]2[C:29](=[CH:30][C:22]([C:20]([C:19]3[CH:18]=[C:17]([NH:16][C:8]([C:7]4[N:3]([CH2:1][CH3:2])[N:4]=[C:5]([CH3:11])[CH:6]=4)=[O:10])[CH:34]=[CH:33][CH:32]=3)=[O:21])=[CH:23][CH:24]=2)[NH:28]1. The catalyst class is: 1. (2) Reactant: [CH2:1]([NH:3][C@H:4]1[CH2:9][CH2:8][CH2:7][N:6]([C:10]([O:12][CH2:13][C:14]2[CH:19]=[CH:18][CH:17]=[CH:16][CH:15]=2)=[O:11])[CH2:5]1)[CH3:2].Cl[C:21]1[C:22]2[CH:29]=[CH:28][N:27]([S:30]([C:33]3[CH:39]=[CH:38][C:36]([CH3:37])=[CH:35][CH:34]=3)(=[O:32])=[O:31])[C:23]=2[N:24]=[CH:25][N:26]=1.CCN(C(C)C)C(C)C.O. Product: [CH2:1]([N:3]([C:21]1[C:22]2[CH:29]=[CH:28][N:27]([S:30]([C:33]3[CH:39]=[CH:38][C:36]([CH3:37])=[CH:35][CH:34]=3)(=[O:31])=[O:32])[C:23]=2[N:24]=[CH:25][N:26]=1)[C@H:4]1[CH2:9][CH2:8][CH2:7][N:6]([C:10]([O:12][CH2:13][C:14]2[CH:15]=[CH:16][CH:17]=[CH:18][CH:19]=2)=[O:11])[CH2:5]1)[CH3:2]. The catalyst class is: 3. (3) Reactant: [N:1]1[CH:6]=[CH:5][CH:4]=[CH:3][C:2]=1[CH2:7][C:8]12[CH2:27][CH2:26][C:21]3([O:25][CH2:24][CH2:23][O:22]3)[CH2:20][CH:9]1[CH2:10][CH2:11][CH2:12][C:13]1[CH:18]=[C:17]([OH:19])[N:16]=[CH:15][C:14]=12.[F:28][C:29]([F:42])([F:41])[S:30](O[S:30]([C:29]([F:42])([F:41])[F:28])(=[O:32])=[O:31])(=[O:32])=[O:31].C([O-])(O)=O.[Na+]. Product: [F:28][C:29]([F:42])([F:41])[S:30]([O:19][C:17]1[N:16]=[CH:15][C:14]2[C:8]3([CH2:7][C:2]4[CH:3]=[CH:4][CH:5]=[CH:6][N:1]=4)[CH2:27][CH2:26][C:21]4([O:25][CH2:24][CH2:23][O:22]4)[CH2:20][CH:9]3[CH2:10][CH2:11][CH2:12][C:13]=2[CH:18]=1)(=[O:32])=[O:31]. The catalyst class is: 2. (4) Reactant: [N+:1]([O-:4])([OH:3])=[O:2].[Cl:5][C:6]1[CH:11]=[CH:10][C:9]([CH:12]2[N:16]([C:17]3[CH:22]=[CH:21][C:20]([Cl:23])=[CH:19][C:18]=3[Cl:24])[N:15]=[C:14]([C:25]([NH:27][N:28]3[CH2:33][CH2:32][CH2:31][CH2:30][CH2:29]3)=[O:26])[CH2:13]2)=[CH:8][CH:7]=1. Product: [N+:1]([O-:4])([OH:3])=[O:2].[Cl:5][C:6]1[CH:11]=[CH:10][C:9]([CH:12]2[N:16]([C:17]3[CH:22]=[CH:21][C:20]([Cl:23])=[CH:19][C:18]=3[Cl:24])[N:15]=[C:14]([C:25]([NH:27][N:28]3[CH2:29][CH2:30][CH2:31][CH2:32][CH2:33]3)=[O:26])[CH2:13]2)=[CH:8][CH:7]=1. The catalyst class is: 13. (5) The catalyst class is: 183. Reactant: [N+:1]([C:4]1[CH:5]=[CH:6][C:7]([O:25][CH2:26][CH:27]=[CH2:28])=[C:8]([C:10]2[O:11][C:12]3[CH:18]=[CH:17][C:16]([C:19]4[CH:24]=[CH:23][CH:22]=[CH:21][CH:20]=4)=[CH:15][C:13]=3[N:14]=2)[CH:9]=1)([O-])=O. Product: [NH2:1][C:4]1[CH:5]=[CH:6][C:7]([O:25][CH2:26][CH:27]=[CH2:28])=[C:8]([C:10]2[O:11][C:12]3[CH:18]=[CH:17][C:16]([C:19]4[CH:24]=[CH:23][CH:22]=[CH:21][CH:20]=4)=[CH:15][C:13]=3[N:14]=2)[CH:9]=1. (6) The catalyst class is: 3. Product: [F:24][C:25]1[CH:32]=[CH:31][C:28]([CH2:29][NH:1][CH2:2][CH2:3][CH2:4][C:5]2[CH:6]=[C:7]3[C:12](=[C:13]4[CH:18]=[C:17]([C:19]5[CH:23]=[N:22][NH:21][CH:20]=5)[CH:16]=[CH:15][C:14]=24)[C:11](=[O:34])[NH:10][CH:9]=[CH:8]3)=[CH:27][CH:26]=1. Reactant: [NH2:1][CH2:2][CH2:3][CH2:4][C:5]1[CH:6]=[C:7]2[C:12](=[C:13]3[CH:18]=[C:17]([C:19]4[CH:20]=[N:21][NH:22][CH:23]=4)[CH:16]=[CH:15][C:14]=13)[CH:11]=[N:10][CH:9]=[CH:8]2.[F:24][C:25]1[CH:32]=[CH:31][C:28]([CH:29]=O)=[CH:27][CH:26]=1.[BH-](OC(C)=O)(OC(C)=O)[O:34]C(C)=O.[Na+]. (7) Reactant: [CH3:1][O:2][C@H:3]1[C@@H:7]2[O:8][C:9]([CH3:12])([CH3:11])[O:10][C@@H:6]2[C@@H:5]([C:13]2[CH:17]=[N:16][NH:15][N:14]=2)[O:4]1.C(=O)([O-])[O-].[K+].[K+].I[CH2:25][CH3:26]. Product: [CH3:1][O:2][C@H:3]1[C@@H:7]2[O:8][C:9]([CH3:12])([CH3:11])[O:10][C@@H:6]2[C@@H:5]([C:13]2[CH:17]=[N:16][N:15]([CH2:25][CH3:26])[N:14]=2)[O:4]1. The catalyst class is: 21.